This data is from Catalyst prediction with 721,799 reactions and 888 catalyst types from USPTO. The task is: Predict which catalyst facilitates the given reaction. (1) Reactant: [N:1]1[CH:6]=[CH:5][C:4]([C:7]2[N:8]=[C:9]([NH2:12])[S:10][CH:11]=2)=[CH:3][CH:2]=1.CS(N1C2C=CC=CC=2N=N1)(=O)=O.C(N(CC)CC)C.[CH2:33]([O:40][C:41]([NH:43][CH:44]([C:48]1[CH:53]=[CH:52][CH:51]=[CH:50][CH:49]=1)[C:45](O)=[O:46])=[O:42])[C:34]1[CH:39]=[CH:38][CH:37]=[CH:36][CH:35]=1. Product: [CH2:33]([O:40][C:41](=[O:42])[NH:43][CH:44]([C:48]1[CH:53]=[CH:52][CH:51]=[CH:50][CH:49]=1)[C:45](=[O:46])[NH:12][C:9]1[S:10][CH:11]=[C:7]([C:4]2[CH:3]=[CH:2][N:1]=[CH:6][CH:5]=2)[N:8]=1)[C:34]1[CH:35]=[CH:36][CH:37]=[CH:38][CH:39]=1. The catalyst class is: 7. (2) Reactant: [CH2:1]([C:5]1[N:6]=[C:7]([CH2:27][O:28]C)[NH:8][C:9](=[O:26])[C:10]=1[CH2:11][C:12]1[CH:17]=[CH:16][C:15]([C:18]2[C:19]([C:24]#[N:25])=[CH:20][CH:21]=[CH:22][CH:23]=2)=[CH:14][CH:13]=1)[CH2:2][CH2:3][CH3:4].ClCCl.B(Br)(Br)Br.O. Product: [CH2:1]([C:5]1[N:6]=[C:7]([CH2:27][OH:28])[NH:8][C:9](=[O:26])[C:10]=1[CH2:11][C:12]1[CH:17]=[CH:16][C:15]([C:18]2[C:19]([C:24]#[N:25])=[CH:20][CH:21]=[CH:22][CH:23]=2)=[CH:14][CH:13]=1)[CH2:2][CH2:3][CH3:4]. The catalyst class is: 4. (3) Reactant: C1(S([N:10]2[C:18]3[C:13](=[CH:14][C:15]([C:19]4[CH:24]=[CH:23][C:22]([N:25]5[CH2:30][CH2:29][N:28]([CH3:31])[CH2:27][CH2:26]5)=[CH:21][CH:20]=4)=[CH:16][CH:17]=3)[C:12]3[C:32]([C:36]#[C:37][Si](C(C)C)(C(C)C)C(C)C)=[CH:33][CH:34]=[N:35][C:11]2=3)(=O)=O)C=CC=CC=1.CCCC[N+](CCCC)(CCCC)CCCC.[F-]. Product: [C:36]([C:32]1[C:12]2[C:13]3[C:18](=[CH:17][CH:16]=[C:15]([C:19]4[CH:20]=[CH:21][C:22]([N:25]5[CH2:26][CH2:27][N:28]([CH3:31])[CH2:29][CH2:30]5)=[CH:23][CH:24]=4)[CH:14]=3)[NH:10][C:11]=2[N:35]=[CH:34][CH:33]=1)#[CH:37]. The catalyst class is: 1. (4) Reactant: [Cl:1][C:2]1[CH:17]=[CH:16][C:5]([O:6][C:7]2[CH:12]=[CH:11][C:10]([CH2:13][CH2:14][NH2:15])=[CH:9][CH:8]=2)=[CH:4][C:3]=1[C:18]([F:21])([F:20])[F:19].[Cl:22][C:23]1[N:28]=[CH:27][C:26]([CH2:29][C:30]2[C:31](=[O:38])[N:32]=[C:33](SC)[NH:34][CH:35]=2)=[CH:25][CH:24]=1. Product: [Cl:22][C:23]1[N:28]=[CH:27][C:26]([CH2:29][C:30]2[C:31](=[O:38])[N:32]=[C:33]([NH:15][CH2:14][CH2:13][C:10]3[CH:11]=[CH:12][C:7]([O:6][C:5]4[CH:16]=[CH:17][C:2]([Cl:1])=[C:3]([C:18]([F:19])([F:20])[F:21])[CH:4]=4)=[CH:8][CH:9]=3)[NH:34][CH:35]=2)=[CH:25][CH:24]=1. The catalyst class is: 8. (5) Reactant: Cl.[NH2:2][CH:3]1[CH:6]2[S:7][CH2:8][C:9]3[CH:13](O)[O:12][C:11](=[O:15])[C:10]=3[N:5]2[C:4]1=[O:16].[NH2:17][OH:18]. Product: [NH2:2][CH:3]1[C:4](=[O:16])[N:5]2[C:10]([C:11]([OH:12])=[O:15])=[C:9]([CH:13]=[N:17][OH:18])[CH2:8][S:7][C@H:6]12. The catalyst class is: 4. (6) Reactant: [CH:1]([C:3]1[CH:4]=[N:5][CH:6]=[CH:7][C:8]=1[C:9]1[CH:10]=[C:11]([CH:14]=[CH:15][CH:16]=1)[C:12]#[N:13])=[O:2].[CH3:17][S:18][C:19]1[CH:24]=[CH:23][C:22]([Mg]Br)=[CH:21][CH:20]=1. Product: [OH:2][CH:1]([C:22]1[CH:23]=[CH:24][C:19]([S:18][CH3:17])=[CH:20][CH:21]=1)[C:3]1[CH:4]=[N:5][CH:6]=[CH:7][C:8]=1[C:9]1[CH:10]=[C:11]([CH:14]=[CH:15][CH:16]=1)[C:12]#[N:13]. The catalyst class is: 1. (7) The catalyst class is: 4. Reactant: [NH2:1][C@@H:2]([CH2:7][C:8]([F:17])([F:16])[CH2:9][C:10]1[CH:15]=[CH:14][CH:13]=[CH:12][CH:11]=1)[C:3]([O:5][CH3:6])=[O:4].N1C=CC=CC=1.[C:24](Cl)(Cl)=[O:25].C1(C)C=CC=CC=1. Product: [F:17][C:8]([F:16])([CH2:9][C:10]1[CH:15]=[CH:14][CH:13]=[CH:12][CH:11]=1)[CH2:7][C@H:2]([N:1]=[C:24]=[O:25])[C:3]([O:5][CH3:6])=[O:4].